Dataset: Full USPTO retrosynthesis dataset with 1.9M reactions from patents (1976-2016). Task: Predict the reactants needed to synthesize the given product. (1) Given the product [Br:3][C:4]1[CH:9]=[CH:8][CH:7]=[C:6]([O:10][CH2:15][CH:14]([O:17][CH2:18][CH3:19])[O:13][CH2:11][CH3:12])[CH:5]=1, predict the reactants needed to synthesize it. The reactants are: [H-].[Na+].[Br:3][C:4]1[CH:5]=[C:6]([OH:10])[CH:7]=[CH:8][CH:9]=1.[CH2:11]([O:13][CH:14]([O:17][CH2:18][CH3:19])[CH2:15]Br)[CH3:12]. (2) Given the product [CH3:13][O:12][C:9]1[CH:10]=[C:11]2[C:6](=[CH:7][C:8]=1[O:14][CH3:15])[N:5]=[CH:4][CH:3]=[C:2]2[O:16][C:17]1[CH:30]=[CH:29][CH:28]=[CH:27][C:18]=1[C:19]([C:21]1[CH:22]=[CH:23][CH:24]=[CH:25][CH:26]=1)=[O:20], predict the reactants needed to synthesize it. The reactants are: Cl[C:2]1[C:11]2[C:6](=[CH:7][C:8]([O:14][CH3:15])=[C:9]([O:12][CH3:13])[CH:10]=2)[N:5]=[CH:4][CH:3]=1.[OH:16][C:17]1[CH:30]=[CH:29][CH:28]=[CH:27][C:18]=1[C:19]([C:21]1[CH:26]=[CH:25][CH:24]=[CH:23][CH:22]=1)=[O:20]. (3) Given the product [NH3:8].[CH2:1]=[CH:2][CH2:3][C@H:4]([NH2:8])[C:5]([OH:7])=[O:6], predict the reactants needed to synthesize it. The reactants are: [CH2:1]=[CH:2][CH2:3][C@H:4]([NH2:8])[C:5]([OH:7])=[O:6].Cl. (4) Given the product [F:3][C:4]1[CH:5]=[CH:6][C:7]([C:10]2[NH:11][CH:12]=[C:13]([C:21]3[CH:22]=[CH:23][N:24]=[CH:25][CH:26]=3)[C:14]=2[C:15]2[CH:20]=[CH:19][N:18]=[CH:17][CH:16]=2)=[CH:8][CH:9]=1, predict the reactants needed to synthesize it. The reactants are: Cl.Cl.[F:3][C:4]1[CH:9]=[CH:8][C:7]([C:10]2[NH:11][CH:12]=[C:13]([C:21]3[CH2:22][CH2:23][NH:24][CH2:25][CH:26]=3)[C:14]=2[C:15]2[CH:20]=[CH:19][N:18]=[CH:17][CH:16]=2)=[CH:6][CH:5]=1.C(=O)([O-])[O-].[Na+].[Na+].